The task is: Predict which catalyst facilitates the given reaction.. This data is from Catalyst prediction with 721,799 reactions and 888 catalyst types from USPTO. Reactant: [C:1]([O:5][C:6]([N:8]1[C@@H:12]([C@H:13]([OH:20])[C:14]2[CH:19]=[CH:18][CH:17]=[CH:16][CH:15]=2)[CH2:11][CH2:10][C@H:9]1[CH2:21][C:22]1[CH:30]=[CH:29][C:25]([C:26](O)=[O:27])=[CH:24][CH:23]=1)=[O:7])([CH3:4])([CH3:3])[CH3:2].[C:31]1(=[O:41])[C:35]2([CH2:40][CH2:39][NH:38][CH2:37][CH2:36]2)[CH2:34][CH2:33][O:32]1.CCN=C=NCCCN(C)C.Cl.C1C=CC2N(O)N=NC=2C=1.C(N(C(C)C)CC)(C)C. The catalyst class is: 3. Product: [OH:20][C@H:13]([C:14]1[CH:15]=[CH:16][CH:17]=[CH:18][CH:19]=1)[C@H:12]1[CH2:11][CH2:10][C@@H:9]([CH2:21][C:22]2[CH:30]=[CH:29][C:25]([C:26]([N:38]3[CH2:39][CH2:40][C:35]4([C:31](=[O:41])[O:32][CH2:33][CH2:34]4)[CH2:36][CH2:37]3)=[O:27])=[CH:24][CH:23]=2)[N:8]1[C:6]([O:5][C:1]([CH3:4])([CH3:3])[CH3:2])=[O:7].